Task: Regression. Given two drug SMILES strings and cell line genomic features, predict the synergy score measuring deviation from expected non-interaction effect.. Dataset: NCI-60 drug combinations with 297,098 pairs across 59 cell lines (1) Drug 1: C1=CC(=C2C(=C1NCCNCCO)C(=O)C3=C(C=CC(=C3C2=O)O)O)NCCNCCO. Drug 2: CC1=C(C(=CC=C1)Cl)NC(=O)C2=CN=C(S2)NC3=CC(=NC(=N3)C)N4CCN(CC4)CCO. Cell line: U251. Synergy scores: CSS=48.9, Synergy_ZIP=1.23, Synergy_Bliss=0.127, Synergy_Loewe=-8.55, Synergy_HSA=1.52. (2) Drug 1: C1=C(C(=O)NC(=O)N1)N(CCCl)CCCl. Drug 2: CC1=C2C(C(=O)C3(C(CC4C(C3C(C(C2(C)C)(CC1OC(=O)C(C(C5=CC=CC=C5)NC(=O)OC(C)(C)C)O)O)OC(=O)C6=CC=CC=C6)(CO4)OC(=O)C)O)C)O. Cell line: NCI/ADR-RES. Synergy scores: CSS=3.67, Synergy_ZIP=-7.17, Synergy_Bliss=-4.57, Synergy_Loewe=-5.77, Synergy_HSA=-5.61.